Task: Predict the product of the given reaction.. Dataset: Forward reaction prediction with 1.9M reactions from USPTO patents (1976-2016) (1) The product is: [N:35]1([CH2:40][CH:41]([O:13][C:14]2[C:15]([CH2:25][S:26]([C:29]3[CH:34]=[CH:33][CH:32]=[CH:31][CH:30]=3)(=[O:28])=[O:27])=[C:16]3[C:21](=[CH:22][CH:23]=2)[C:20](=[O:24])[CH2:19][CH2:18][CH2:17]3)[CH2:42][CH3:43])[CH:39]=[CH:38][N:37]=[CH:36]1. Given the reactants N(C(OCC)=O)=NC(OCC)=O.[OH:13][C:14]1[C:15]([CH2:25][S:26]([C:29]2[CH:34]=[CH:33][CH:32]=[CH:31][CH:30]=2)(=[O:28])=[O:27])=[C:16]2[C:21](=[CH:22][CH:23]=1)[C:20](=[O:24])[CH2:19][CH2:18][CH2:17]2.[N:35]1([CH2:40][CH:41](O)[CH2:42][CH3:43])[CH:39]=[CH:38][N:37]=[CH:36]1.C1(P(C2C=CC=CC=2)C2C=CC=CC=2)C=CC=CC=1, predict the reaction product. (2) Given the reactants [N-:1]=[N+:2]=[N-:3].[Na+].Br[CH2:6][C:7]([C:10]1[CH:15]=[CH:14][C:13]([Cl:16])=[CH:12][C:11]=1[Cl:17])([F:9])[F:8].O, predict the reaction product. The product is: [N:1]([CH2:6][C:7]([C:10]1[CH:15]=[CH:14][C:13]([Cl:16])=[CH:12][C:11]=1[Cl:17])([F:9])[F:8])=[N+:2]=[N-:3]. (3) Given the reactants [Cl:1][C:2]1[CH:7]=[CH:6][C:5]([C:8]2[CH:13]=[C:12]([CH:14]3[CH2:16][CH2:15]3)[N:11]3[N:17]=[CH:18][C:19]([C:20](O)=[O:21])=[C:10]3[N:9]=2)=[CH:4][CH:3]=1.[NH2:23][C:24]1[CH:25]=[C:26]([S:30]([NH:33][C:34]([CH3:37])([CH3:36])[CH3:35])(=[O:32])=[O:31])[CH:27]=[CH:28][CH:29]=1, predict the reaction product. The product is: [C:34]([NH:33][S:30]([C:26]1[CH:25]=[C:24]([NH:23][C:20]([C:19]2[CH:18]=[N:17][N:11]3[C:12]([CH:14]4[CH2:16][CH2:15]4)=[CH:13][C:8]([C:5]4[CH:6]=[CH:7][C:2]([Cl:1])=[CH:3][CH:4]=4)=[N:9][C:10]=23)=[O:21])[CH:29]=[CH:28][CH:27]=1)(=[O:32])=[O:31])([CH3:37])([CH3:35])[CH3:36]. (4) Given the reactants [CH3:1][O:2][C:3]1[CH:20]=[CH:19][C:6]2[S:7][C:8]([C:10]3[CH2:16][CH:15]4[N:17](C)[CH:12]([CH2:13][CH2:14]4)[CH:11]=3)=[CH:9][C:5]=2[CH:4]=1.[Cl:21]C(OC(Cl)=O)C.CO, predict the reaction product. The product is: [ClH:21].[CH3:1][O:2][C:3]1[CH:20]=[CH:19][C:6]2[S:7][C:8]([C:10]3[CH2:16][CH:15]4[NH:17][CH:12]([CH2:13][CH2:14]4)[CH:11]=3)=[CH:9][C:5]=2[CH:4]=1. (5) Given the reactants [N:1]1([C:7]2[CH:12]=[CH:11][C:10]([OH:13])=[CH:9][CH:8]=2)[CH2:6][CH2:5][NH:4][CH2:3][CH2:2]1.[C:14]([OH:17])(=O)[CH3:15].C1(NC2C3[S:45][CH2:44][CH2:43][C:27]=3[N:28]=[C:29](N3CCN(C4C=CC=CC=4)CC3)[N:30]=2)CCCCC1, predict the reaction product. The product is: [OH:13][C:10]1[CH:9]=[CH:8][C:7]([N:1]2[CH2:2][CH2:3][N:4]([C:29]3[N:30]=[C:14]([OH:17])[C:15]4[S:45][CH2:44][CH2:43][C:27]=4[N:28]=3)[CH2:5][CH2:6]2)=[CH:12][CH:11]=1. (6) Given the reactants [CH2:1]([O:3][C:4]([C:6]1[CH:7]=[C:8]2[C:13](=[CH:14][CH:15]=1)[NH:12][CH:11]([C:16]1[CH:21]=[C:20]([O:22][CH3:23])[CH:19]=[C:18]([Br:24])[CH:17]=1)[C:10]([CH3:26])([CH3:25])[CH:9]2O)=[O:5])[CH3:2].C([SiH](CC)CC)C, predict the reaction product. The product is: [CH2:1]([O:3][C:4]([C:6]1[CH:7]=[C:8]2[C:13](=[CH:14][CH:15]=1)[NH:12][CH:11]([C:16]1[CH:21]=[C:20]([O:22][CH3:23])[CH:19]=[C:18]([Br:24])[CH:17]=1)[C:10]([CH3:25])([CH3:26])[CH2:9]2)=[O:5])[CH3:2]. (7) Given the reactants FC1C=CC(CN)=CC=1.[F:10][C:11]1[CH:17]=[CH:16][C:14]([NH2:15])=[CH:13][CH:12]=1.CS(O[CH2:23][CH2:24][N:25]1[C:29](=[O:30])[N:28]([C:31]2[S:32][C:33]([C:37](=[O:46])[NH:38][CH2:39][C:40]3[CH:41]=[N:42][CH:43]=[CH:44][CH:45]=3)=[C:34]([CH3:36])[N:35]=2)[CH:27]=[N:26]1)(=O)=O, predict the reaction product. The product is: [F:10][C:11]1[CH:17]=[CH:16][C:14]([NH:15][CH2:23][CH2:24][N:25]2[C:29](=[O:30])[N:28]([C:31]3[S:32][C:33]([C:37]([NH:38][CH2:39][C:40]4[CH:41]=[N:42][CH:43]=[CH:44][CH:45]=4)=[O:46])=[C:34]([CH3:36])[N:35]=3)[CH:27]=[N:26]2)=[CH:13][CH:12]=1. (8) Given the reactants [C:1]1([N:7]2[C:11]([C:12]3[C:17](=[O:18])[CH:16]=[CH:15][N:14]([C:19]4[CH:24]=[CH:23][CH:22]=[C:21]([C:25]([F:28])([F:27])[F:26])[CH:20]=4)[N:13]=3)=[CH:10][CH:9]=[N:8]2)[CH:6]=[CH:5][CH:4]=[CH:3][CH:2]=1.[B-](F)(F)(F)[F:30].[B-](F)(F)(F)F.C1[N+]2(CCl)CC[N+](F)(CC2)C1, predict the reaction product. The product is: [F:30][C:10]1[CH:9]=[N:8][N:7]([C:1]2[CH:2]=[CH:3][CH:4]=[CH:5][CH:6]=2)[C:11]=1[C:12]1[C:17](=[O:18])[CH:16]=[CH:15][N:14]([C:19]2[CH:24]=[CH:23][CH:22]=[C:21]([C:25]([F:27])([F:26])[F:28])[CH:20]=2)[N:13]=1. (9) Given the reactants C[O:2][C:3]([C:5]1[O:6][C:7](Br)=[CH:8][CH:9]=1)=[O:4].[C:11]1(B(O)O)[CH:16]=[CH:15][CH:14]=[CH:13][CH:12]=1, predict the reaction product. The product is: [C:11]1([C:7]2[O:6][C:5]([C:3]([OH:2])=[O:4])=[CH:9][CH:8]=2)[CH:16]=[CH:15][CH:14]=[CH:13][CH:12]=1.